From a dataset of Peptide-MHC class I binding affinity with 185,985 pairs from IEDB/IMGT. Regression. Given a peptide amino acid sequence and an MHC pseudo amino acid sequence, predict their binding affinity value. This is MHC class I binding data. (1) The peptide sequence is RPMTYKAAL. The MHC is HLA-B58:01 with pseudo-sequence HLA-B58:01. The binding affinity (normalized) is 0. (2) The peptide sequence is NIKPVIVPDI. The MHC is HLA-A02:06 with pseudo-sequence HLA-A02:06. The binding affinity (normalized) is 0.367.